Dataset: Forward reaction prediction with 1.9M reactions from USPTO patents (1976-2016). Task: Predict the product of the given reaction. (1) Given the reactants C(OC([N:8]1[CH2:13][CH2:12][CH:11]([N:14]([CH2:19][C:20]2[CH:25]=[CH:24][CH:23]=[C:22]([C:26]3[CH:31]=[CH:30][N:29]=[C:28](Cl)[N:27]=3)[CH:21]=2)[S:15]([CH3:18])(=[O:17])=[O:16])[CH2:10][CH2:9]1)=O)(C)(C)C.[NH2:33][CH2:34][CH2:35][C:36]1[CH:41]=[CH:40][C:39]([OH:42])=[C:38]([O:43][CH3:44])[CH:37]=1, predict the reaction product. The product is: [OH:42][C:39]1[CH:40]=[CH:41][C:36]([CH2:35][CH2:34][NH:33][C:28]2[N:27]=[C:26]([C:22]3[CH:21]=[C:20]([CH:25]=[CH:24][CH:23]=3)[CH2:19][N:14]([CH:11]3[CH2:12][CH2:13][NH:8][CH2:9][CH2:10]3)[S:15]([CH3:18])(=[O:16])=[O:17])[CH:31]=[CH:30][N:29]=2)=[CH:37][C:38]=1[O:43][CH3:44]. (2) Given the reactants Br[C:2]1[CH:8]=[CH:7][C:5]([NH2:6])=[C:4]([CH3:9])[CH:3]=1.Cl[CH2:11][CH2:12][N:13]([CH2:24][CH2:25]Cl)S(C1C=CC(C)=CC=1)(=O)=O.[CH:27]1(B(O)O)[CH2:29][CH2:28]1, predict the reaction product. The product is: [CH:27]1([C:2]2[CH:8]=[CH:7][C:5]([N:6]3[CH2:11][CH2:12][NH:13][CH2:24][CH2:25]3)=[C:4]([CH3:9])[CH:3]=2)[CH2:29][CH2:28]1. (3) Given the reactants [F:1][C:2]1([F:31])[O:6][C:5]2[CH:7]=[CH:8][C:9]([NH:11][C:12]([C:14]3[CH:19]=[CH:18][CH:17]=[CH:16][C:15]=3[NH:20][CH2:21][C:22]3[CH:27]=[CH:26][N:25]=[C:24]([C:28](O)=[O:29])[CH:23]=3)=[O:13])=[CH:10][C:4]=2[O:3]1.[CH3:32][S:33]([CH2:36][CH2:37][NH2:38])(=[O:35])=[O:34].C1CN([P+](ON2N=NC3C=CC=CC2=3)(N2CCCC2)N2CCCC2)CC1.F[P-](F)(F)(F)(F)F, predict the reaction product. The product is: [F:31][C:2]1([F:1])[O:6][C:5]2[CH:7]=[CH:8][C:9]([NH:11][C:12]([C:14]3[CH:19]=[CH:18][CH:17]=[CH:16][C:15]=3[NH:20][CH2:21][C:22]3[CH:27]=[CH:26][N:25]=[C:24]([C:28]([NH:38][CH2:37][CH2:36][S:33]([CH3:32])(=[O:35])=[O:34])=[O:29])[CH:23]=3)=[O:13])=[CH:10][C:4]=2[O:3]1. (4) Given the reactants Br[CH2:2][CH2:3][CH2:4][CH2:5][CH2:6][CH2:7][CH2:8][CH2:9][CH2:10][CH2:11][CH2:12][CH2:13][CH2:14][CH2:15][CH2:16][CH3:17].[CH2:18]([CH2:20][NH2:21])[OH:19].C(N(C(C)C)CC)(C)C.Br[CH2:32][C:33]([O:35]C)=[O:34], predict the reaction product. The product is: [CH2:2]([N:21]([CH2:20][CH2:18][OH:19])[CH2:32][C:33]([OH:35])=[O:34])[CH2:3][CH2:4][CH2:5][CH2:6][CH2:7][CH2:8][CH2:9][CH2:10][CH2:11][CH2:12][CH2:13][CH2:14][CH2:15][CH2:16][CH3:17].